Dataset: Full USPTO retrosynthesis dataset with 1.9M reactions from patents (1976-2016). Task: Predict the reactants needed to synthesize the given product. (1) Given the product [C:21]([N:1]1[C:9]2[CH:8]=[CH:7][CH:6]=[C:5]3[CH2:10][CH2:11][N:12]([C:14]([O:16][C:17]([CH3:20])([CH3:19])[CH3:18])=[O:15])[CH2:13][CH:3]([C:4]=23)[CH2:2]1)(=[O:23])[CH3:22], predict the reactants needed to synthesize it. The reactants are: [NH:1]1[C:9]2[CH:8]=[CH:7][CH:6]=[C:5]3[CH2:10][CH2:11][N:12]([C:14]([O:16][C:17]([CH3:20])([CH3:19])[CH3:18])=[O:15])[CH2:13][CH:3]([C:4]=23)[CH2:2]1.[C:21](Cl)(=[O:23])[CH3:22].CC(N(C)C)=O. (2) Given the product [C:1]([O:5][C@@H:6]([C:12]1[C:13]([CH3:34])=[N:14][C:15]([CH3:33])=[C:16]([C:26]2[CH:27]=[CH:28][C:29]([O:45][CH2:44][CH2:43][C:37]3[CH:38]=[C:39]([F:42])[CH:40]=[CH:41][C:36]=3[F:35])=[CH:30][CH:31]=2)[C:17]=1[N:18]1[CH2:19][CH2:20][C:21]([CH3:25])([CH3:24])[CH2:22][CH2:23]1)[C:7]([OH:9])=[O:8])([CH3:4])([CH3:2])[CH3:3], predict the reactants needed to synthesize it. The reactants are: [C:1]([O:5][C@@H:6]([C:12]1[C:13]([CH3:34])=[N:14][C:15]([CH3:33])=[C:16]([C:26]2[CH:31]=[CH:30][C:29](O)=[CH:28][CH:27]=2)[C:17]=1[N:18]1[CH2:23][CH2:22][C:21]([CH3:25])([CH3:24])[CH2:20][CH2:19]1)[C:7]([O:9]CC)=[O:8])([CH3:4])([CH3:3])[CH3:2].[F:35][C:36]1[CH:41]=[CH:40][C:39]([F:42])=[CH:38][C:37]=1[CH2:43][CH2:44][OH:45].C1C=CC(P(C2C=CC=CC=2)C2C=CC=CC=2)=CC=1.CCOC(/N=N/C(OCC)=O)=O.[OH-].[Na+].